Task: Predict the product of the given reaction.. Dataset: Forward reaction prediction with 1.9M reactions from USPTO patents (1976-2016) (1) Given the reactants [NH2:1][C:2]1[N:6]([CH2:7][CH2:8][OH:9])[N:5]=[CH:4][C:3]=1[C:10]#[N:11].[C:12]1([C:18](Cl)([C:25]2[CH:30]=[CH:29][CH:28]=[CH:27][CH:26]=2)[C:19]2[CH:24]=[CH:23][CH:22]=[CH:21][CH:20]=2)[CH:17]=[CH:16][CH:15]=[CH:14][CH:13]=1, predict the reaction product. The product is: [NH2:1][C:2]1[N:6]([CH2:7][CH2:8][O:9][C:18]([C:12]2[CH:17]=[CH:16][CH:15]=[CH:14][CH:13]=2)([C:25]2[CH:26]=[CH:27][CH:28]=[CH:29][CH:30]=2)[C:19]2[CH:20]=[CH:21][CH:22]=[CH:23][CH:24]=2)[N:5]=[CH:4][C:3]=1[C:10]#[N:11]. (2) Given the reactants [CH3:1][C:2]1[S:3][C:4]([C:8]2[CH:9]=[CH:10][C:11]3[N:12]([C:14]([C:17]([OH:19])=O)=[CH:15][N:16]=3)[CH:13]=2)=[C:5]([CH3:7])[N:6]=1.[CH3:20][C:21]1[CH:27]=[CH:26][C:25]([C:28]2[N:32]=[C:31]([CH2:33][O:34][CH2:35][C:36]([F:39])([F:38])[F:37])[O:30][N:29]=2)=[CH:24][C:22]=1[NH2:23].CCCP(=O)=O, predict the reaction product. The product is: [CH3:1][C:2]1[S:3][C:4]([C:8]2[CH:9]=[CH:10][C:11]3[N:12]([C:14]([C:17]([NH:23][C:22]4[CH:24]=[C:25]([C:28]5[N:32]=[C:31]([CH2:33][O:34][CH2:35][C:36]([F:39])([F:38])[F:37])[O:30][N:29]=5)[CH:26]=[CH:27][C:21]=4[CH3:20])=[O:19])=[CH:15][N:16]=3)[CH:13]=2)=[C:5]([CH3:7])[N:6]=1. (3) Given the reactants [CH:1]([NH:3][C:4]1[CH:13]=[CH:12][C:7]([C:8]([O:10][CH3:11])=[O:9])=[CH:6][C:5]=1[CH3:14])=O.CO.CO.Cl, predict the reaction product. The product is: [CH3:14][C:5]1[CH:6]=[C:7]([CH:12]=[CH:13][C:4]=1[NH:3][CH3:1])[C:8]([O:10][CH3:11])=[O:9]. (4) Given the reactants Cl.[N:2]1[CH:7]=[CH:6][CH:5]=[CH:4][C:3]=1[C:8](Cl)=[O:9].[CH3:11][NH:12][O:13][CH3:14], predict the reaction product. The product is: [CH3:14][O:13][N:12]([CH3:11])[C:8]([C:3]1[CH:4]=[CH:5][CH:6]=[CH:7][N:2]=1)=[O:9]. (5) Given the reactants [NH2:1][C:2]1[CH:3]=[C:4]2[C:9](=[CH:10][CH:11]=1)[O:8][C:7]([CH3:13])([CH3:12])[CH:6]=[CH:5]2.[CH2:14](O)[CH2:15][CH2:16]O.C(P(CCCC)CCCC)CCC, predict the reaction product. The product is: [CH3:12][C:7]1([CH3:13])[O:8][C:9]2=[CH:10][C:11]3[CH:14]=[CH:15][CH:16]=[N:1][C:2]=3[CH:3]=[C:4]2[CH:5]=[CH:6]1. (6) Given the reactants [N:1]1[CH:6]=[C:5]([C:7]([C:9]2[CH:14]=[CH:13][C:12]([C:15]3[CH:20]=[CH:19][C:18]([O:21][C:22]([F:25])([F:24])[F:23])=[CH:17][CH:16]=3)=[CH:11][N:10]=2)=[O:8])[CH:4]=[N:3][CH:2]=1.[C:26]([Mg]Br)#[C:27][CH3:28], predict the reaction product. The product is: [N:1]1[CH:6]=[C:5]([C:7]([C:9]2[CH:14]=[CH:13][C:12]([C:15]3[CH:16]=[CH:17][C:18]([O:21][C:22]([F:25])([F:23])[F:24])=[CH:19][CH:20]=3)=[CH:11][N:10]=2)([OH:8])[C:26]#[C:27][CH3:28])[CH:4]=[N:3][CH:2]=1. (7) Given the reactants [CH3:1][O:2][C:3]([C:5]1[NH:6][CH:7]=[N:8][CH:9]=1)=[O:4].Br[CH2:11][C:12]1[CH:16]=[C:15]([C:17]2[S:18][C:19]([Cl:22])=[CH:20][CH:21]=2)[O:14][N:13]=1.O, predict the reaction product. The product is: [CH3:1][O:2][C:3]([C:5]1[N:6]([CH2:11][C:12]2[CH:16]=[C:15]([C:17]3[S:18][C:19]([Cl:22])=[CH:20][CH:21]=3)[O:14][N:13]=2)[CH:7]=[N:8][CH:9]=1)=[O:4]. (8) Given the reactants [NH2:1][C:2]1[CH:7]=[CH:6][C:5](Br)=[CH:4][N:3]=1.[CH:9]1([CH2:14][CH:15]([C:19]2[CH:24]=[CH:23][C:22]([Cl:25])=[C:21]([Cl:26])[CH:20]=2)[C:16](O)=[O:17])[CH2:13][CH2:12][CH2:11][CH2:10]1, predict the reaction product. The product is: [CH:9]1([CH2:14][CH:15]([C:19]2[CH:24]=[CH:23][C:22]([Cl:25])=[C:21]([Cl:26])[CH:20]=2)[C:16]([NH:1][C:2]2[CH:7]=[CH:6][CH:5]=[CH:4][N:3]=2)=[O:17])[CH2:13][CH2:12][CH2:11][CH2:10]1. (9) The product is: [NH2:35][C:32]1[N:33]=[CH:34][C:29]([C:2]2[CH:3]=[CH:4][N:5]3[C:10]([C:11]=2[CH3:12])=[C:9]([CH:13]2[CH2:15][CH2:14]2)[CH:8]=[C:7]([C:16]([O:18][CH3:19])=[O:17])[C:6]3=[O:20])=[CH:30][CH:31]=1. Given the reactants Cl[C:2]1[CH:3]=[CH:4][N:5]2[C:10]([C:11]=1[CH3:12])=[C:9]([CH:13]1[CH2:15][CH2:14]1)[CH:8]=[C:7]([C:16]([O:18][CH3:19])=[O:17])[C:6]2=[O:20].CC1(C)C(C)(C)OB([C:29]2[CH:30]=[CH:31][C:32]([NH2:35])=[N:33][CH:34]=2)O1, predict the reaction product. (10) Given the reactants Cl[C:2]1[N:3]=[C:4]([NH:11][CH:12]2[CH2:17][CH2:16][CH:15]([N:18]([CH3:20])[CH3:19])[CH2:14][CH2:13]2)[C:5]2[CH:10]=[CH:9][NH:8][C:6]=2[N:7]=1.[NH2:21][C:22]1[CH:27]=[CH:26][CH:25]=[CH:24][CH:23]=1, predict the reaction product. The product is: [CH3:19][N:18]([CH3:20])[CH:15]1[CH2:16][CH2:17][CH:12]([NH:11][C:4]2[C:5]3[CH:10]=[CH:9][NH:8][C:6]=3[N:7]=[C:2]([NH:21][C:22]3[CH:27]=[CH:26][CH:25]=[CH:24][CH:23]=3)[N:3]=2)[CH2:13][CH2:14]1.